Dataset: NCI-60 drug combinations with 297,098 pairs across 59 cell lines. Task: Regression. Given two drug SMILES strings and cell line genomic features, predict the synergy score measuring deviation from expected non-interaction effect. (1) Drug 1: CC1=C(C=C(C=C1)NC(=O)C2=CC=C(C=C2)CN3CCN(CC3)C)NC4=NC=CC(=N4)C5=CN=CC=C5. Drug 2: CC1C(C(CC(O1)OC2CC(OC(C2O)C)OC3=CC4=CC5=C(C(=O)C(C(C5)C(C(=O)C(C(C)O)O)OC)OC6CC(C(C(O6)C)O)OC7CC(C(C(O7)C)O)OC8CC(C(C(O8)C)O)(C)O)C(=C4C(=C3C)O)O)O)O. Cell line: HOP-92. Synergy scores: CSS=18.1, Synergy_ZIP=-0.00729, Synergy_Bliss=0.961, Synergy_Loewe=-22.0, Synergy_HSA=0.867. (2) Drug 1: CC1=CC=C(C=C1)C2=CC(=NN2C3=CC=C(C=C3)S(=O)(=O)N)C(F)(F)F. Drug 2: CC(C)(C#N)C1=CC(=CC(=C1)CN2C=NC=N2)C(C)(C)C#N. Cell line: HS 578T. Synergy scores: CSS=0.210, Synergy_ZIP=-0.577, Synergy_Bliss=-2.50, Synergy_Loewe=-4.33, Synergy_HSA=-3.45. (3) Cell line: A498. Drug 1: CC(CN1CC(=O)NC(=O)C1)N2CC(=O)NC(=O)C2. Synergy scores: CSS=28.8, Synergy_ZIP=-9.31, Synergy_Bliss=-3.07, Synergy_Loewe=-1.71, Synergy_HSA=0.399. Drug 2: CC1=C2C(C(=O)C3(C(CC4C(C3C(C(C2(C)C)(CC1OC(=O)C(C(C5=CC=CC=C5)NC(=O)OC(C)(C)C)O)O)OC(=O)C6=CC=CC=C6)(CO4)OC(=O)C)O)C)O. (4) Drug 1: C1=C(C(=O)NC(=O)N1)N(CCCl)CCCl. Drug 2: CC1=C(C=C(C=C1)C(=O)NC2=CC(=CC(=C2)C(F)(F)F)N3C=C(N=C3)C)NC4=NC=CC(=N4)C5=CN=CC=C5. Cell line: HOP-62. Synergy scores: CSS=32.0, Synergy_ZIP=-0.642, Synergy_Bliss=-1.18, Synergy_Loewe=-2.94, Synergy_HSA=-1.72. (5) Drug 1: CCCCCOC(=O)NC1=NC(=O)N(C=C1F)C2C(C(C(O2)C)O)O. Drug 2: C1C(C(OC1N2C=NC3=C2NC=NCC3O)CO)O. Cell line: A498. Synergy scores: CSS=2.72, Synergy_ZIP=-0.117, Synergy_Bliss=0.581, Synergy_Loewe=-1.73, Synergy_HSA=-2.10. (6) Cell line: U251. Synergy scores: CSS=45.1, Synergy_ZIP=5.53, Synergy_Bliss=3.49, Synergy_Loewe=-31.6, Synergy_HSA=3.93. Drug 2: C1CCC(C1)C(CC#N)N2C=C(C=N2)C3=C4C=CNC4=NC=N3. Drug 1: CC1=C2C(C(=O)C3(C(CC4C(C3C(C(C2(C)C)(CC1OC(=O)C(C(C5=CC=CC=C5)NC(=O)OC(C)(C)C)O)O)OC(=O)C6=CC=CC=C6)(CO4)OC(=O)C)OC)C)OC.